Dataset: Ames mutagenicity test results for genotoxicity prediction. Task: Regression/Classification. Given a drug SMILES string, predict its toxicity properties. Task type varies by dataset: regression for continuous values (e.g., LD50, hERG inhibition percentage) or binary classification for toxic/non-toxic outcomes (e.g., AMES mutagenicity, cardiotoxicity, hepatotoxicity). Dataset: ames. The drug is C=C(C)[C@@H]1Cc2c(ccc3c2O[C@H]2COc4cc(OC)c(OC)cc4[C@@H]2C3=O)O1. The result is 0 (non-mutagenic).